Dataset: Catalyst prediction with 721,799 reactions and 888 catalyst types from USPTO. Task: Predict which catalyst facilitates the given reaction. (1) Reactant: [CH2:1]([C@H:4]1[CH2:9][CH2:8][C@H:7]([CH:10]2[CH2:15][CH2:14][C:13](=[O:16])[CH:12]=[CH:11]2)[CH2:6][CH2:5]1)[CH2:2][CH3:3].[Cl-].[NH4+]. Product: [CH2:4]([C@H:5]1[CH2:6][CH2:7][C@H:1]([CH:4]2[CH2:5][CH2:6][CH:7]([CH:10]3[CH2:15][CH2:14][C:13]([CH2:14][CH2:15][CH2:10][CH2:11][CH3:12])([OH:16])[CH:12]=[CH:11]3)[CH2:8][CH2:9]2)[CH2:2][CH2:3]1)[CH2:1][CH2:2][CH3:3]. The catalyst class is: 1. (2) Reactant: [CH3:1][C:2]1[CH:3]=[C:4]([N:19]2[CH:23]=[C:22]([C:24]3([OH:30])[CH2:29][CH2:28][NH:27][CH2:26][CH2:25]3)[N:21]=[CH:20]2)[CH:5]=[C:6]([NH:8][C:9]2[N:14]=[C:13]([C:15]([F:18])([F:17])[F:16])[CH:12]=[CH:11][N:10]=2)[CH:7]=1.[O-:31][C:32]#[N:33].[K+].Cl. Product: [OH:30][C:24]1([C:22]2[N:21]=[CH:20][N:19]([C:4]3[CH:5]=[C:6]([NH:8][C:9]4[N:14]=[C:13]([C:15]([F:17])([F:18])[F:16])[CH:12]=[CH:11][N:10]=4)[CH:7]=[C:2]([CH3:1])[CH:3]=3)[CH:23]=2)[CH2:29][CH2:28][N:27]([C:32]([NH2:33])=[O:31])[CH2:26][CH2:25]1. The catalyst class is: 30.